Dataset: Forward reaction prediction with 1.9M reactions from USPTO patents (1976-2016). Task: Predict the product of the given reaction. (1) Given the reactants [NH2:1][CH:2]([C:6]1[N:15]([CH2:16][C:17]2[CH:22]=[CH:21][CH:20]=[CH:19][CH:18]=2)[C:14](=[O:23])[C:13]2[C:8](=[N:9][CH:10]=[CH:11][N:12]=2)[N:7]=1)[CH:3]([CH3:5])[CH3:4].[BH-](OC(C)=O)(OC(C)=O)OC(C)=O.[Na+].[C:38]([O:42][C:43](=[O:49])[NH:44][CH2:45][CH2:46][CH:47]=O)([CH3:41])([CH3:40])[CH3:39], predict the reaction product. The product is: [C:38]([O:42][C:43](=[O:49])[NH:44][CH2:45][CH2:46][CH2:47][NH:1][CH:2]([C:6]1[N:15]([CH2:16][C:17]2[CH:22]=[CH:21][CH:20]=[CH:19][CH:18]=2)[C:14](=[O:23])[C:13]2[C:8](=[N:9][CH:10]=[CH:11][N:12]=2)[N:7]=1)[CH:3]([CH3:5])[CH3:4])([CH3:41])([CH3:40])[CH3:39]. (2) Given the reactants [H-].[Na+].[C:3]([C:5]1[C:10]([C:11]2[NH:15][CH:14]=[C:13]([CH2:16][N:17]([CH3:25])[C:18](=[O:24])[O:19][C:20]([CH3:23])([CH3:22])[CH3:21])[CH:12]=2)=[CH:9][CH:8]=[CH:7][N:6]=1)#[N:4].C1OCCOCCOCCOCCOC1.[Cl:41][C:42]1[CH:47]=[CH:46][CH:45]=[CH:44][C:43]=1[S:48](Cl)(=[O:50])=[O:49].[Cl-].[NH4+], predict the reaction product. The product is: [Cl:41][C:42]1[CH:47]=[CH:46][CH:45]=[CH:44][C:43]=1[S:48]([N:15]1[C:11]([C:10]2[C:5]([C:3]#[N:4])=[N:6][CH:7]=[CH:8][CH:9]=2)=[CH:12][C:13]([CH2:16][N:17]([CH3:25])[C:18](=[O:24])[O:19][C:20]([CH3:21])([CH3:22])[CH3:23])=[CH:14]1)(=[O:50])=[O:49]. (3) Given the reactants C(O[C:4](=[O:12])[C:5]1[CH:10]=[CH:9][N:8]=[C:7]([Cl:11])[CH:6]=1)C.[C:13]([O:16][CH2:17][CH3:18])(=[O:15])[CH3:14], predict the reaction product. The product is: [CH2:17]([O:16][C:13](=[O:15])[CH2:14][C:4]([C:5]1[CH:10]=[CH:9][N:8]=[C:7]([Cl:11])[CH:6]=1)=[O:12])[CH3:18]. (4) Given the reactants [CH2:1]([Mg]Br)[CH3:2].[Cl:5][C:6]1[CH:11]=[CH:10][C:9](/[CH:12]=[N:13]/[S@@:14]([C:16]([CH3:19])([CH3:18])[CH3:17])=[O:15])=[C:8]([F:20])[C:7]=1[O:21][C:22]1[CH:27]=[CH:26][CH:25]=[CH:24][CH:23]=1, predict the reaction product. The product is: [Cl:5][C:6]1[CH:11]=[CH:10][C:9]([C@H:12]([NH:13][S@@:14]([C:16]([CH3:19])([CH3:18])[CH3:17])=[O:15])[CH2:1][CH3:2])=[C:8]([F:20])[C:7]=1[O:21][C:22]1[CH:23]=[CH:24][CH:25]=[CH:26][CH:27]=1. (5) The product is: [C:31]([O:35][C:36]([N:38]1[CH2:43][CH2:42][CH:41]([C:44]([N:28]2[CH2:29][CH2:30][N:25]([C:21]3[CH:22]=[CH:23][CH:24]=[C:19]([C:16]4[N:17]=[C:18]5[C:10]([C:8]([C:2]6([CH3:1])[CH2:7][CH2:6][CH2:5][CH2:4][CH2:3]6)=[O:9])=[CH:11][NH:12][C:13]5=[N:14][CH:15]=4)[CH:20]=3)[CH2:26][CH2:27]2)=[O:45])[CH2:40][CH2:39]1)=[O:37])([CH3:34])([CH3:33])[CH3:32]. Given the reactants [CH3:1][C:2]1([C:8]([C:10]2[C:18]3[C:13](=[N:14][CH:15]=[C:16]([C:19]4[CH:24]=[CH:23][CH:22]=[C:21]([N:25]5[CH2:30][CH2:29][NH:28][CH2:27][CH2:26]5)[CH:20]=4)[N:17]=3)[NH:12][CH:11]=2)=[O:9])[CH2:7][CH2:6][CH2:5][CH2:4][CH2:3]1.[C:31]([O:35][C:36]([N:38]1[CH2:43][CH2:42][CH:41]([C:44](O)=[O:45])[CH2:40][CH2:39]1)=[O:37])([CH3:34])([CH3:33])[CH3:32], predict the reaction product. (6) Given the reactants C(OC([N:6]=[S:7]([CH2:35][CH3:36])([C:9]1[CH:14]=[CH:13][C:12]([NH:15][C:16]2[N:21]=[C:20]([NH:22][C@H:23]([CH2:28][OH:29])[CH2:24][CH:25]([CH3:27])[CH3:26])[C:19]([C:30]3[CH:34]=[CH:33][S:32][CH:31]=3)=[CH:18][N:17]=2)=[CH:11][CH:10]=1)=[O:8])=O)C.CC[O-].[Na+], predict the reaction product. The product is: [CH2:35]([S:7]([C:9]1[CH:10]=[CH:11][C:12]([NH:15][C:16]2[N:21]=[C:20]([NH:22][C@H:23]([CH2:28][OH:29])[CH2:24][CH:25]([CH3:27])[CH3:26])[C:19]([C:30]3[CH:34]=[CH:33][S:32][CH:31]=3)=[CH:18][N:17]=2)=[CH:13][CH:14]=1)(=[NH:6])=[O:8])[CH3:36]. (7) Given the reactants [Cl:1][C:2]1[CH:7]=[CH:6][C:5]([S:8]([C:11]2[CH:16]=[CH:15][CH:14]=[CH:13][CH:12]=2)(=[O:10])=[O:9])=[CH:4][C:3]=1[S:17]([NH:20][C:21]([CH3:27])([C:23](OC)=[O:24])[CH3:22])(=[O:19])=[O:18].[H-].C([Al+]CC(C)C)C(C)C.C1(C)C=CC=CC=1, predict the reaction product. The product is: [Cl:1][C:2]1[CH:7]=[CH:6][C:5]([S:8]([C:11]2[CH:16]=[CH:15][CH:14]=[CH:13][CH:12]=2)(=[O:10])=[O:9])=[CH:4][C:3]=1[S:17]([NH:20][C:21]([CH3:27])([CH3:22])[CH2:23][OH:24])(=[O:18])=[O:19]. (8) Given the reactants [Br:1][C:2]1[CH:3]=[CH:4][C:5]([CH2:8]Br)=[N:6][CH:7]=1.[CH3:10][NH:11][CH3:12], predict the reaction product. The product is: [Br:1][C:2]1[CH:3]=[CH:4][C:5]([CH2:8][N:11]([CH3:12])[CH3:10])=[N:6][CH:7]=1.